This data is from NCI-60 drug combinations with 297,098 pairs across 59 cell lines. The task is: Regression. Given two drug SMILES strings and cell line genomic features, predict the synergy score measuring deviation from expected non-interaction effect. (1) Drug 1: C(=O)(N)NO. Drug 2: CC1=C(N=C(N=C1N)C(CC(=O)N)NCC(C(=O)N)N)C(=O)NC(C(C2=CN=CN2)OC3C(C(C(C(O3)CO)O)O)OC4C(C(C(C(O4)CO)O)OC(=O)N)O)C(=O)NC(C)C(C(C)C(=O)NC(C(C)O)C(=O)NCCC5=NC(=CS5)C6=NC(=CS6)C(=O)NCCC[S+](C)C)O. Cell line: 786-0. Synergy scores: CSS=16.5, Synergy_ZIP=-3.18, Synergy_Bliss=3.37, Synergy_Loewe=-21.6, Synergy_HSA=2.05. (2) Drug 1: CC12CCC(CC1=CCC3C2CCC4(C3CC=C4C5=CN=CC=C5)C)O. Drug 2: C1C(C(OC1N2C=NC3=C(N=C(N=C32)Cl)N)CO)O. Cell line: CAKI-1. Synergy scores: CSS=5.96, Synergy_ZIP=-2.86, Synergy_Bliss=-3.25, Synergy_Loewe=-6.30, Synergy_HSA=-3.09. (3) Drug 1: CCN(CC)CCNC(=O)C1=C(NC(=C1C)C=C2C3=C(C=CC(=C3)F)NC2=O)C. Drug 2: CCC1(C2=C(COC1=O)C(=O)N3CC4=CC5=C(C=CC(=C5CN(C)C)O)N=C4C3=C2)O.Cl. Cell line: A498. Synergy scores: CSS=11.9, Synergy_ZIP=-2.96, Synergy_Bliss=-0.676, Synergy_Loewe=-14.7, Synergy_HSA=-2.00. (4) Drug 1: CN(C)N=NC1=C(NC=N1)C(=O)N. Drug 2: CC1=C(C(CCC1)(C)C)C=CC(=CC=CC(=CC(=O)O)C)C. Cell line: K-562. Synergy scores: CSS=12.6, Synergy_ZIP=-7.57, Synergy_Bliss=-4.83, Synergy_Loewe=-1.05, Synergy_HSA=-0.808. (5) Drug 1: C1CCC(C1)C(CC#N)N2C=C(C=N2)C3=C4C=CNC4=NC=N3. Drug 2: CC1C(C(CC(O1)OC2CC(CC3=C2C(=C4C(=C3O)C(=O)C5=C(C4=O)C(=CC=C5)OC)O)(C(=O)CO)O)N)O.Cl. Cell line: NCI/ADR-RES. Synergy scores: CSS=18.5, Synergy_ZIP=-0.785, Synergy_Bliss=4.91, Synergy_Loewe=-4.32, Synergy_HSA=5.01.